This data is from Full USPTO retrosynthesis dataset with 1.9M reactions from patents (1976-2016). The task is: Predict the reactants needed to synthesize the given product. (1) Given the product [NH2:1][C:2]1[CH:7]=[CH:6][C:5]([CH2:8][CH2:9][CH2:10][CH3:11])=[CH:4][N:3]=1, predict the reactants needed to synthesize it. The reactants are: [NH2:1][C:2]1[CH:7]=[CH:6][C:5]([CH2:8][CH2:9][CH3:10])=[CH:4][N:3]=1.[CH2:11]([Mg]Cl)CCC. (2) Given the product [CH2:22]([O:24][C:25](=[O:42])[CH2:26][C:27]1[CH:32]=[CH:31][C:30]([C:16]2[CH:17]=[CH:18][C:13]([C:12]3[O:11][N:10]=[C:9]([CH3:20])[C:8]=3[NH:7][C:6]([O:5][C:1]([CH3:4])([CH3:3])[CH3:2])=[O:21])=[CH:14][CH:15]=2)=[CH:29][CH:28]=1)[CH3:23], predict the reactants needed to synthesize it. The reactants are: [C:1]([O:5][C:6](=[O:21])[NH:7][C:8]1[C:9]([CH3:20])=[N:10][O:11][C:12]=1[C:13]1[CH:18]=[CH:17][C:16](Br)=[CH:15][CH:14]=1)([CH3:4])([CH3:3])[CH3:2].[CH2:22]([O:24][C:25](=[O:42])[CH2:26][C:27]1[CH:32]=[CH:31][C:30](B2OC(C)(C)C(C)(C)O2)=[CH:29][CH:28]=1)[CH3:23]. (3) Given the product [Cl:15][C:16]1[C:25]2[C:20](=[CH:21][C:22]([O:28][CH2:32][CH2:33][CH2:34][N:35]3[CH2:40][CH2:39][N:38]([CH3:41])[CH2:37][CH2:36]3)=[C:23]([O:26][CH3:27])[CH:24]=2)[N:19]=[CH:18][C:17]=1[C:29]#[N:30], predict the reactants needed to synthesize it. The reactants are: N(C(OC(C)C)=O)=NC(OC(C)C)=O.[Cl:15][C:16]1[C:25]2[C:20](=[CH:21][C:22]([OH:28])=[C:23]([O:26][CH3:27])[CH:24]=2)[N:19]=[CH:18][C:17]=1[C:29]#[N:30].O[CH2:32][CH2:33][CH2:34][N:35]1[CH2:40][CH2:39][N:38]([CH3:41])[CH2:37][CH2:36]1.C1(P(C2C=CC=CC=2)C2C=CC=CC=2)C=CC=CC=1. (4) Given the product [NH:60]1[C:61]2[CH:67]=[CH:66][CH:65]=[CH:64][C:62]=2[N:63]=[C:59]1[NH:58][C:8](=[O:10])[CH:7]([C:11]1[CH:16]=[CH:15][C:14]([S:17]([CH3:20])(=[O:19])=[O:18])=[C:13]([N+:21]([O-:23])=[O:22])[CH:12]=1)[CH2:6][CH:1]1[CH2:2][CH2:3][CH2:4][CH2:5]1, predict the reactants needed to synthesize it. The reactants are: [CH:1]1([CH2:6][CH:7]([C:11]2[CH:16]=[CH:15][C:14]([S:17]([CH3:20])(=[O:19])=[O:18])=[C:13]([N+:21]([O-:23])=[O:22])[CH:12]=2)[C:8]([OH:10])=O)[CH2:5][CH2:4][CH2:3][CH2:2]1.C(N(CC)CC)C.F[P-](F)(F)(F)(F)F.N1(O[P+](N(C)C)(N(C)C)N(C)C)C2C=CC=CC=2N=N1.[NH2:58][C:59]1[NH:60][C:61]2[CH:67]=[CH:66][CH:65]=[CH:64][C:62]=2[N:63]=1.Cl. (5) Given the product [OH:1][C:2]1[CH:7]=[N+:6]([O-:20])[C:5]([C:8]([O:10][CH3:11])=[O:9])=[CH:4][CH:3]=1, predict the reactants needed to synthesize it. The reactants are: [OH:1][C:2]1[CH:3]=[CH:4][C:5]([C:8]([O:10][CH3:11])=[O:9])=[N:6][CH:7]=1.ClC1C=CC=C(C(OO)=[O:20])C=1. (6) Given the product [CH:33]([O:18][C:17]([C:16]1[N:12]([CH:11]2[C:10]3[C:5](=[CH:6][CH:7]=[CH:8][CH:9]=3)[C:4](=[O:20])[O:3][C:2]2([CH3:21])[CH3:1])[CH:13]=[N:14][CH:15]=1)=[O:19])([CH3:35])[CH3:34], predict the reactants needed to synthesize it. The reactants are: [CH3:1][C:2]1([CH3:21])[CH:11]([N:12]2[C:16]([C:17]([OH:19])=[O:18])=[CH:15][N:14]=[CH:13]2)[C:10]2[C:5](=[CH:6][CH:7]=[CH:8][CH:9]=2)[C:4](=[O:20])[O:3]1.CN(C)C=O.C(Cl)(=O)C(Cl)=O.[CH:33](O)([CH3:35])[CH3:34].